Dataset: Reaction yield outcomes from USPTO patents with 853,638 reactions. Task: Predict the reaction yield, written as a fraction of the theoretical maximum amount of product (1.0 means a 100% yield; for example, 0.34 means a 34% yield). (1) The reactants are [S:1]1[CH:5]=[CH:4][N:3]=[C:2]1[C:6]([O:8][C:9]([CH3:12])([CH3:11])[CH3:10])=[O:7].C[Si]([N-][Si](C)(C)C)(C)C.[Li+].C(Br)(Br)(Br)[Br:24].CCOC(C)=O.CCCCCCC. The catalyst is CCOCC. The product is [Br:24][C:5]1[S:1][C:2]([C:6]([O:8][C:9]([CH3:12])([CH3:11])[CH3:10])=[O:7])=[N:3][CH:4]=1. The yield is 0.810. (2) The reactants are C([O:8][C:9]1[C:18]2[C:13](=[CH:14][CH:15]=[C:16]([O:19][CH3:20])[N:17]=2)[N:12]=[CH:11][C:10]=1[NH2:21])C1C=CC=CC=1.ClCCl. The catalyst is [Pd].CO. The product is [NH2:21][C:10]1[CH:11]=[N:12][C:13]2[C:18]([C:9]=1[OH:8])=[N:17][C:16]([O:19][CH3:20])=[CH:15][CH:14]=2. The yield is 0.290. (3) The reactants are [F:1][C:2]1[C:7]([C:8]([OH:10])=O)=[CH:6][CH:5]=[CH:4][N:3]=1.Cl.[CH3:12][O:13][NH:14][CH3:15].CCN(C(C)C)C(C)C.C(Cl)CCl. The catalyst is C1COCC1.CN(C1C=CN=CC=1)C.C(OCC)(=O)C.O. The product is [F:1][C:2]1[C:7]([C:8]([N:14]([O:13][CH3:12])[CH3:15])=[O:10])=[CH:6][CH:5]=[CH:4][N:3]=1. The yield is 0.620.